This data is from Forward reaction prediction with 1.9M reactions from USPTO patents (1976-2016). The task is: Predict the product of the given reaction. (1) Given the reactants [CH:1]1[C:10]2[C:5](=[CH:6][C:7]([NH:11][C:12](=[O:28])[CH:13]([C:23]3[CH:27]=[CH:26][S:25][CH:24]=3)[CH2:14][NH:15]C(=O)OC(C)(C)C)=[CH:8][CH:9]=2)[CH:4]=[CH:3][N:2]=1.[ClH:29], predict the reaction product. The product is: [ClH:29].[ClH:29].[NH2:15][CH2:14][CH:13]([C:23]1[CH:27]=[CH:26][S:25][CH:24]=1)[C:12]([NH:11][C:7]1[CH:6]=[C:5]2[C:10](=[CH:9][CH:8]=1)[CH:1]=[N:2][CH:3]=[CH:4]2)=[O:28]. (2) The product is: [CH3:21][N:14]([CH:11]1[CH2:12][CH2:13][NH:8][CH2:9][CH2:10]1)[CH:15]1[CH2:20][CH2:19][O:18][CH2:17][CH2:16]1. Given the reactants C(OC([N:8]1[CH2:13][CH2:12][CH:11]([N:14]([CH3:21])[CH:15]2[CH2:20][CH2:19][O:18][CH2:17][CH2:16]2)[CH2:10][CH2:9]1)=O)(C)(C)C.C(O)(C(F)(F)F)=O, predict the reaction product. (3) Given the reactants [F:1][C:2]1[CH:7]=[CH:6][C:5]([NH:8][C:9]([C:11]2[CH:19]=[CH:18][C:14]([C:15]([OH:17])=O)=[CH:13][CH:12]=2)=[O:10])=[CH:4][CH:3]=1.N=C=N.[CH:23]1[CH:24]=[CH:25][C:26]2N(O)N=[N:29][C:27]=2[CH:28]=1.CCN(C(C)C)C(C)C.CC1CCCCN1.C(=O)([O-])[O-], predict the reaction product. The product is: [F:1][C:2]1[CH:3]=[CH:4][C:5]([NH:8][C:9](=[O:10])[C:11]2[CH:12]=[CH:13][C:14]([C:15]([N:29]3[CH2:25][CH2:24][CH2:23][CH2:28][CH:27]3[CH3:26])=[O:17])=[CH:18][CH:19]=2)=[CH:6][CH:7]=1. (4) The product is: [Br:1][C:2]1[CH:7]=[C:6]([Br:8])[C:5]2[O:11][CH2:10][N:16]([C:12]([CH3:15])([CH3:14])[CH3:13])[CH2:17][C:4]=2[CH:3]=1. Given the reactants [Br:1][C:2]1[CH:7]=[C:6]([Br:8])[CH:5]=[CH:4][C:3]=1O.[CH2:10]=[O:11].[C:12]([NH2:16])([CH3:15])([CH3:14])[CH3:13].[CH:17](O)(C)C, predict the reaction product. (5) Given the reactants [CH2:1]([S:8][C:9]1[C:14]([Br:15])=[CH:13][C:12]([N+:16]([O-])=O)=[CH:11][N:10]=1)[C:2]1[CH:7]=[CH:6][CH:5]=[CH:4][CH:3]=1.Cl, predict the reaction product. The product is: [CH2:1]([S:8][C:9]1[N:10]=[CH:11][C:12]([NH2:16])=[CH:13][C:14]=1[Br:15])[C:2]1[CH:3]=[CH:4][CH:5]=[CH:6][CH:7]=1. (6) Given the reactants [CH2:1]([O:3][C:4](=[O:23])[CH2:5][CH2:6][C:7]1[CH:12]=[CH:11][CH:10]=[C:9]([NH:13][C:14]([C:16]2[CH:21]=[CH:20][CH:19]=[C:18](Br)[N:17]=2)=[O:15])[CH:8]=1)[CH3:2].[F:24][C:25]1[CH:26]=[C:27](B(O)O)[CH:28]=[CH:29][CH:30]=1, predict the reaction product. The product is: [CH2:1]([O:3][C:4](=[O:23])[CH2:5][CH2:6][C:7]1[CH:12]=[CH:11][CH:10]=[C:9]([NH:13][C:14]([C:16]2[CH:21]=[CH:20][CH:19]=[C:18]([C:29]3[CH:28]=[CH:27][CH:26]=[C:25]([F:24])[CH:30]=3)[N:17]=2)=[O:15])[CH:8]=1)[CH3:2].